Dataset: Reaction yield outcomes from USPTO patents with 853,638 reactions. Task: Predict the reaction yield, written as a fraction of the theoretical maximum amount of product (1.0 means a 100% yield; for example, 0.34 means a 34% yield). (1) The reactants are [O:1]1CCCO[CH:2]1[C:7]1[CH:12]=[C:11]([O:13][CH2:14][CH2:15][CH2:16][CH:17]2[CH2:22][CH2:21][N:20]([CH3:23])[CH2:19][CH2:18]2)[CH:10]=[CH:9][C:8]=1[C:24]1[NH:28][C:27]2[CH:29]=[CH:30][C:31]([F:34])=[C:32]([CH3:33])[C:26]=2[N:25]=1.BrC1C=CC(OCCCC2CCN(C)CC2)=CC=1C1OCCCO1.C([Li])CCC.C([O-])(O)=O.[Na+].O1CCCOC1C1C=C(OCCCC2CCN(C)CC2)C=CC=1C=O.FC1C(C)=C(N)C(N)=CC=1. The catalyst is C1COCC1.CN(C=O)C.O. The product is [F:34][C:31]1[CH:30]=[CH:29][C:27]2[NH:28][C:24]([C:8]3[CH:9]=[CH:10][C:11]([O:13][CH2:14][CH2:15][CH2:16][CH:17]4[CH2:22][CH2:21][N:20]([CH3:23])[CH2:19][CH2:18]4)=[CH:12][C:7]=3[CH2:2][OH:1])=[N:25][C:26]=2[C:32]=1[CH3:33]. The yield is 0.770. (2) The reactants are [C:1]1([CH:7]([N:14]2[CH2:17][CH:16]([CH2:18]OS(C)(=O)=O)[CH2:15]2)[C:8]2[CH:13]=[CH:12][CH:11]=[CH:10][CH:9]=2)[CH:6]=[CH:5][CH:4]=[CH:3][CH:2]=1.[H-].[Na+].[NH:26]1[CH:30]=[CH:29][N:28]=[CH:27]1. The catalyst is CN(C=O)C. The product is [C:1]1([CH:7]([N:14]2[CH2:17][CH:16]([CH2:18][N:26]3[CH:30]=[CH:29][N:28]=[CH:27]3)[CH2:15]2)[C:8]2[CH:13]=[CH:12][CH:11]=[CH:10][CH:9]=2)[CH:6]=[CH:5][CH:4]=[CH:3][CH:2]=1. The yield is 1.00.